Predict the product of the given reaction. From a dataset of Forward reaction prediction with 1.9M reactions from USPTO patents (1976-2016). Given the reactants Cl[CH2:2][C:3]1[N:8]=[C:7]([CH2:9][C:10]([CH3:13])([CH3:12])[CH3:11])[C:6]([C:14]2[CH:19]=[C:18]([O:20][CH3:21])[CH:17]=[CH:16][C:15]=2[F:22])=[CH:5][CH:4]=1.[OH:23][C:24]1[C:25]([O:36][CH3:37])=[C:26]([CH2:30][CH2:31][C:32]([O:34][CH3:35])=[O:33])[CH:27]=[CH:28][CH:29]=1.[C:38](=O)([O-])[O-].[Cs+].[Cs+].C(OCC)(=O)C, predict the reaction product. The product is: [CH3:11][C:10]([CH3:13])([CH3:12])[CH2:9][C:7]1[N:8]=[C:3]([CH2:2][O:23][C:24]2[C:25]([O:36][CH3:37])=[C:26]([CH2:30][CH2:31][C:32]([O:34][CH2:35][CH3:38])=[O:33])[CH:27]=[CH:28][CH:29]=2)[CH:4]=[CH:5][C:6]=1[C:14]1[CH:19]=[C:18]([O:20][CH3:21])[CH:17]=[CH:16][C:15]=1[F:22].